This data is from Catalyst prediction with 721,799 reactions and 888 catalyst types from USPTO. The task is: Predict which catalyst facilitates the given reaction. (1) Product: [CH3:1][O:2][CH2:3][C:4]1[CH:10]=[C:9]([NH2:11])[CH:8]=[CH:7][C:5]=1[NH2:6]. Reactant: [CH3:1][O:2][CH2:3][C:4]1[CH:10]=[C:9]([N+:11]([O-])=O)[CH:8]=[CH:7][C:5]=1[NH2:6].[H][H]. The catalyst class is: 78. (2) Reactant: Br[C:2]1[CH:3]=[N:4][CH:5]=[C:6]2[C:11]=1[N:10]=[C:9]([C:12]([NH2:14])=[O:13])[CH:8]=[CH:7]2.[CH3:15][N:16]1[CH:20]=[C:19](B2OC(C)(C)C(C)(C)O2)[CH:18]=[N:17]1.C(=O)([O-])[O-].[Cs+].[Cs+]. Product: [CH3:15][N:16]1[CH:20]=[C:19]([C:2]2[CH:3]=[N:4][CH:5]=[C:6]3[C:11]=2[N:10]=[C:9]([C:12]([NH2:14])=[O:13])[CH:8]=[CH:7]3)[CH:18]=[N:17]1. The catalyst class is: 688.